From a dataset of NCI-60 drug combinations with 297,098 pairs across 59 cell lines. Regression. Given two drug SMILES strings and cell line genomic features, predict the synergy score measuring deviation from expected non-interaction effect. Drug 1: N.N.Cl[Pt+2]Cl. Drug 2: CC1C(C(CC(O1)OC2CC(CC3=C2C(=C4C(=C3O)C(=O)C5=C(C4=O)C(=CC=C5)OC)O)(C(=O)CO)O)N)O.Cl. Cell line: NCI/ADR-RES. Synergy scores: CSS=8.34, Synergy_ZIP=-4.02, Synergy_Bliss=-1.45, Synergy_Loewe=-12.4, Synergy_HSA=-2.94.